This data is from Full USPTO retrosynthesis dataset with 1.9M reactions from patents (1976-2016). The task is: Predict the reactants needed to synthesize the given product. (1) Given the product [C:3]([S:7]([CH2:10][C@@H:11]([N:15]1[C@H:20]([C:21]2[CH:22]=[CH:23][C:24]([Cl:27])=[CH:25][CH:26]=2)[C@@H:19]([C:28]2[CH:33]=[CH:32][CH:31]=[C:30]([Cl:34])[CH:29]=2)[O:18][C@:17]([CH2:36][C:37]2[CH:46]=[CH:45][C:40]([C:41]([OH:43])=[O:42])=[CH:39][N:38]=2)([CH3:35])[C:16]1=[O:47])[CH:12]1[CH2:14][CH2:13]1)(=[O:8])=[O:9])([CH3:4])([CH3:5])[CH3:6], predict the reactants needed to synthesize it. The reactants are: [OH-].[Li+].[C:3]([S:7]([CH2:10][C@@H:11]([N:15]1[C@H:20]([C:21]2[CH:26]=[CH:25][C:24]([Cl:27])=[CH:23][CH:22]=2)[C@@H:19]([C:28]2[CH:33]=[CH:32][CH:31]=[C:30]([Cl:34])[CH:29]=2)[O:18][C@:17]([CH2:36][C:37]2[CH:46]=[CH:45][C:40]([C:41]([O:43]C)=[O:42])=[CH:39][N:38]=2)([CH3:35])[C:16]1=[O:47])[CH:12]1[CH2:14][CH2:13]1)(=[O:9])=[O:8])([CH3:6])([CH3:5])[CH3:4]. (2) The reactants are: [Cl:1][C:2]1[C:3]([CH:8]([C:10]2[CH:11]=[C:12]3[C:17](=[CH:18][CH:19]=2)[N:16]=[CH:15][C:14]([C:20]2[CH:25]=[CH:24][CH:23]=[CH:22][CH:21]=2)=[N:13]3)O)=[N:4][CH:5]=[CH:6][N:7]=1.[C:26]1(=[O:36])[NH:30][C:29](=[O:31])[C:28]2=[CH:32][CH:33]=[CH:34][CH:35]=[C:27]12.C1(P(C2C=CC=CC=2)C2C=CC=CC=2)C=CC=CC=1.CC(OC(/N=N/C(OC(C)C)=O)=O)C. Given the product [Cl:1][C:2]1[C:3]([CH:8]([C:10]2[CH:11]=[C:12]3[C:17](=[CH:18][CH:19]=2)[N:16]=[CH:15][C:14]([C:20]2[CH:25]=[CH:24][CH:23]=[CH:22][CH:21]=2)=[N:13]3)[N:30]2[C:26](=[O:36])[C:27]3[C:28](=[CH:32][CH:33]=[CH:34][CH:35]=3)[C:29]2=[O:31])=[N:4][CH:5]=[CH:6][N:7]=1, predict the reactants needed to synthesize it. (3) Given the product [CH3:26][C:24]([O:27][C:28]1[CH:29]=[CH:30][C:31](/[CH:34]=[CH:35]/[C:36]2[CH:41]=[CH:40][N:39]([C:42]3[CH:43]=[CH:44][C:45]([O:48][CH2:14][CH2:13][N:12]4[CH2:15][CH2:20][CH2:19][CH2:18]4)=[CH:46][CH:47]=3)[C:38](=[O:49])[CH:37]=2)=[CH:32][CH:33]=1)([CH3:23])[CH3:25], predict the reactants needed to synthesize it. The reactants are: C(OC1[CH:14]=[CH:13][N:12]([C:15]2[CH:20]=[CH:19][C:18](O)=CC=2)C(=O)C=1)C1C=CC=CC=1.[CH3:23][C:24]([O:27][C:28]1[CH:33]=[CH:32][C:31](/[CH:34]=[CH:35]/[C:36]2[CH:41]=[CH:40][N:39]([C:42]3[CH:47]=[CH:46][C:45]([OH:48])=[CH:44][CH:43]=3)[C:38](=[O:49])[CH:37]=2)=[CH:30][CH:29]=1)([CH3:26])[CH3:25]. (4) Given the product [NH2:99][C@H:104]([C:105]([OH:107])=[O:106])[CH2:71][C:70]1[CH:73]=[CH:74][C:75]([OH:80])=[CH:76][CH:77]=1, predict the reactants needed to synthesize it. The reactants are: NC(N)=O.C(S)[C@@H](O)[C@H](O)CS.ICC(N)=O.CCCCCCCCCCCCOS([O-])(=O)=O.[Na+].CCC(COC(C(N(CC[NH+](C)C)C)=O)(C1C=CC=CC=1)C1C=CC=CC=1)CC.[Cl-].CCCC[CH:70]([CH2:73][CH2:74][CH:75]([O:80]S([O-])(=O)=O)[CH2:76][CH:77](C)C)[CH2:71]C.[Na+].[Na+].[Cl-].C([N:99]([CH2:104][C:105]([OH:107])=[O:106])CC(O)=O)C[N:99](CC(O)=O)[CH2:104][C:105]([OH:107])=[O:106].